From a dataset of Catalyst prediction with 721,799 reactions and 888 catalyst types from USPTO. Predict which catalyst facilitates the given reaction. (1) Reactant: [CH3:1][C:2]1[CH:7]=[CH:6][C:5]([CH3:8])=[CH:4][C:3]=1[CH2:9][C:10]([N:12]1[CH2:17][CH2:16][CH:15]([C:18]2[O:19][CH:20]=[C:21]([C:23](O)=[O:24])[N:22]=2)[CH2:14][CH2:13]1)=[O:11].Cl.CN(C)CCCN=C=NCC.CN1CCOCC1.CC1C=CC(C)=CC=1CC(N1CCC(C2SC=C([C:67]([N:69](C)[C@@H:70]([C:73]3[CH:78]=[CH:77][CH:76]=[CH:75][CH:74]=3)[CH2:71][CH3:72])=O)N=2)CC1)=O. Product: [CH3:1][C:2]1[CH:7]=[CH:6][C:5]([CH3:8])=[CH:4][C:3]=1[CH2:9][C:10]([N:12]1[CH2:13][CH2:14][CH:15]([C:18]2[O:19][CH:20]=[C:21]([C:23]([N:69]([CH3:67])[C@@H:70]([C:73]3[CH:78]=[CH:77][CH:76]=[CH:75][CH:74]=3)[CH2:71][CH3:72])=[O:24])[N:22]=2)[CH2:16][CH2:17]1)=[O:11]. The catalyst class is: 4. (2) Reactant: [CH:1]1([C:4]2[NH:8][N:7]=[C:6]([NH:9][C:10]3[C:17]([F:18])=[CH:16][C:13]([C:14]#[N:15])=[C:12]([NH:19][C@H:20]([C:22]4[CH:27]=[CH:26][C:25]([F:28])=[CH:24][CH:23]=4)[CH3:21])[N:11]=3)[CH:5]=2)[CH2:3][CH2:2]1.[OH-:29].[K+].OO. Product: [CH:1]1([C:4]2[NH:8][N:7]=[C:6]([NH:9][C:10]3[C:17]([F:18])=[CH:16][C:13]([C:14]([NH2:15])=[O:29])=[C:12]([NH:19][C@H:20]([C:22]4[CH:27]=[CH:26][C:25]([F:28])=[CH:24][CH:23]=4)[CH3:21])[N:11]=3)[CH:5]=2)[CH2:3][CH2:2]1. The catalyst class is: 5. (3) The catalyst class is: 424. Product: [Br:25][C:22]1[CH:23]=[CH:24][C:19]([CH2:18][N:14]2[CH:15]=[CH:16][CH:17]=[C:12]([C:10]([NH:9][C@@H:5]([CH2:4][CH2:3][CH2:2][NH:1][C:38](=[NH:43])[CH3:39])[C:6]([OH:8])=[O:7])=[O:11])[C:13]2=[O:26])=[CH:20][CH:21]=1.[C:27]([OH:33])([C:29]([F:32])([F:31])[F:30])=[O:28]. Reactant: [NH2:1][CH2:2][CH2:3][CH2:4][C@H:5]([NH:9][C:10]([C:12]1[C:13](=[O:26])[N:14]([CH2:18][C:19]2[CH:24]=[CH:23][C:22]([Br:25])=[CH:21][CH:20]=2)[CH:15]=[CH:16][CH:17]=1)=[O:11])[C:6]([OH:8])=[O:7].[C:27]([OH:33])([C:29]([F:32])([F:31])[F:30])=[O:28].C(O)C.Cl.[C:38](=[NH:43])(OCC)[CH3:39]. (4) Reactant: COC1C=CC(C[O:8][CH2:9][C:10]2[CH:11]=[C:12]([N:16]3[CH2:21][CH2:20][N:19]([C:22]4[CH:27]=[CH:26][N:25]=[CH:24][CH:23]=4)[CH2:18][CH2:17]3)[CH:13]=[CH:14][CH:15]=2)=CC=1.C(O)(C(F)(F)F)=O. Product: [N:25]1[CH:24]=[CH:23][C:22]([N:19]2[CH2:20][CH2:21][N:16]([C:12]3[CH:11]=[C:10]([CH2:9][OH:8])[CH:15]=[CH:14][CH:13]=3)[CH2:17][CH2:18]2)=[CH:27][CH:26]=1. The catalyst class is: 4. (5) Reactant: [F:1][C:2]1[CH:3]=[C:4]([CH:20]=[CH:21][CH:22]=1)[CH2:5][NH:6][C:7]1[CH:12]=[N:11][CH:10]=[C:9]([C:13]2[CH:18]=[CH:17][N:16]=[C:15](F)[CH:14]=2)[N:8]=1.[C@H:23]1([NH2:30])[CH2:28][CH2:27][C@H:26]([NH2:29])[CH2:25][CH2:24]1. Product: [F:1][C:2]1[CH:3]=[C:4]([CH:20]=[CH:21][CH:22]=1)[CH2:5][NH:6][C:7]1[N:8]=[C:9]([C:13]2[CH:18]=[CH:17][N:16]=[C:15]([NH:29][C@H:26]3[CH2:27][CH2:28][C@H:23]([NH2:30])[CH2:24][CH2:25]3)[CH:14]=2)[CH:10]=[N:11][CH:12]=1. The catalyst class is: 16.